From a dataset of Forward reaction prediction with 1.9M reactions from USPTO patents (1976-2016). Predict the product of the given reaction. Given the reactants [N+:1]([C:4]1[C:12]2[NH:11][C:10]([CH2:13][OH:14])=[N:9][C:8]=2[CH:7]=[CH:6][CH:5]=1)([O-])=O.O.O.[Sn](Cl)Cl.C(=O)([O-])O.[Na+], predict the reaction product. The product is: [NH2:1][C:4]1[C:12]2[NH:11][C:10]([CH2:13][OH:14])=[N:9][C:8]=2[CH:7]=[CH:6][CH:5]=1.